Predict the product of the given reaction. From a dataset of Forward reaction prediction with 1.9M reactions from USPTO patents (1976-2016). (1) Given the reactants [CH:1]1([CH2:7][O:8][C:9]2[C:10]3[N:11]([C:15]([C:19]([OH:21])=O)=[C:16]([CH3:18])[N:17]=3)[CH:12]=[CH:13][CH:14]=2)[CH2:6][CH2:5][CH2:4][CH2:3][CH2:2]1.S(Cl)([Cl:24])=O, predict the reaction product. The product is: [CH:1]1([CH2:7][O:8][C:9]2[C:10]3[N:11]([C:15]([C:19]([Cl:24])=[O:21])=[C:16]([CH3:18])[N:17]=3)[CH:12]=[CH:13][CH:14]=2)[CH2:6][CH2:5][CH2:4][CH2:3][CH2:2]1. (2) Given the reactants [C:1]([C:4]1[C:8]([CH3:9])=[C:7]([C:10]2[CH:15]=[CH:14][N:13]=[CH:12][CH:11]=2)[NH:6][C:5]=1[C:16]1[CH:21]=[CH:20][N:19]=[CH:18][CH:17]=1)(=O)[CH3:2].[ClH:22].[CH3:23][O:24][NH2:25], predict the reaction product. The product is: [ClH:22].[CH3:9][C:8]1[C:4]([CH2:1][CH:2]=[N:25][O:24][CH3:23])=[C:5]([C:16]2[CH:21]=[CH:20][N:19]=[CH:18][CH:17]=2)[NH:6][C:7]=1[C:10]1[CH:11]=[CH:12][N:13]=[CH:14][CH:15]=1. (3) Given the reactants [S:1]1[C:5]2[CH:6]=[CH:7][CH:8]=[CH:9][C:4]=2[N:3]=[C:2]1[CH2:10][C:11]#[N:12].S(=O)(=O)(O)[OH:14], predict the reaction product. The product is: [S:1]1[C:5]2[CH:6]=[CH:7][CH:8]=[CH:9][C:4]=2[N:3]=[C:2]1[CH2:10][C:11]([NH2:12])=[O:14]. (4) Given the reactants [Br:1][C:2]1[CH:3]=[C:4]2[C:9](=[CH:10][CH:11]=1)[C:8](=[O:12])[NH:7][C:6](=[O:13])[C:5]2=[CH:14]OC.[NH2:17][C:18]1[CH:19]=[C:20]2[C:25](=[CH:26][CH:27]=1)[N:24]=[CH:23][CH:22]=[CH:21]2, predict the reaction product. The product is: [Br:1][C:2]1[CH:3]=[C:4]2[C:9](=[CH:10][CH:11]=1)[C:8](=[O:12])[NH:7][C:6](=[O:13])/[C:5]/2=[CH:14]\[NH:17][C:18]1[CH:19]=[C:20]2[C:25](=[CH:26][CH:27]=1)[N:24]=[CH:23][CH:22]=[CH:21]2. (5) Given the reactants [CH3:1][CH2:2][CH2:3][C:4]1[C:5]2[N:14]=[C:13]([C:15]3[CH:16]=[C:17]([S:24]([N:27]4[CH2:32][CH2:31][N:30]([CH3:33])[CH2:29][CH2:28]4)(=[O:26])=[O:25])[CH:18]=[CH:19][C:20]=3[O:21][CH2:22][CH3:23])[NH:12][C:10](=[O:11])[C:6]=2[N:7]([CH3:9])[N:8]=1.C([O-])(=O)C.CCCC1C2N=C(C3C=[C:54]([S:61](N4CCN(C)CC4)(=[O:63])=[O:62])C=CC=3OCC)NC(=O)C=2N(C)N=1.C(C(O)(C(O)=O)CC(O)=O)C(O)=[O:73], predict the reaction product. The product is: [CH3:1][CH2:2][CH2:3][C:4]1[C:5]2[N:14]=[C:13]([C:15]3[CH:16]=[C:17]([S:24]([N:27]4[CH2:32][CH2:31][N:30]([CH3:33])[CH2:29][CH2:28]4)(=[O:25])=[O:26])[CH:18]=[CH:19][C:20]=3[O:21][CH2:22][CH3:23])[NH:12][C:10](=[O:11])[C:6]=2[N:7]([CH3:9])[N:8]=1.[S:61]([O-:63])(=[O:73])(=[O:62])[CH3:54].